This data is from Peptide-MHC class I binding affinity with 185,985 pairs from IEDB/IMGT. The task is: Regression. Given a peptide amino acid sequence and an MHC pseudo amino acid sequence, predict their binding affinity value. This is MHC class I binding data. (1) The peptide sequence is RVFGFRTAK. The MHC is BoLA-T2a with pseudo-sequence BoLA-T2a. The binding affinity (normalized) is 0.493. (2) The binding affinity (normalized) is 0. The peptide sequence is EDQFLPFMS. The MHC is HLA-B18:01 with pseudo-sequence HLA-B18:01. (3) The binding affinity (normalized) is 0. The MHC is HLA-B51:01 with pseudo-sequence HLA-B51:01. The peptide sequence is LSPRTLNAW. (4) The peptide sequence is ATPSVAENV. The MHC is Mamu-A02 with pseudo-sequence Mamu-A02. The binding affinity (normalized) is 0.0652. (5) The peptide sequence is RRWRRLTVC. The MHC is HLA-A24:03 with pseudo-sequence HLA-A24:03. The binding affinity (normalized) is 0.213. (6) The peptide sequence is VLTGNLQTL. The MHC is HLA-A11:01 with pseudo-sequence HLA-A11:01. The binding affinity (normalized) is 0.0847.